This data is from Forward reaction prediction with 1.9M reactions from USPTO patents (1976-2016). The task is: Predict the product of the given reaction. Given the reactants [F:1][C:2]([F:15])([F:14])[C:3]1[CH:4]=[C:5](Br)[CH:6]=[C:7]([C:9]([F:12])([F:11])[F:10])[CH:8]=1.[OH:16][CH:17]1[CH2:21][CH2:20][NH:19][CH2:18]1.CC(C)([O-])C.[Na+].O, predict the reaction product. The product is: [F:1][C:2]([F:15])([F:14])[C:3]1[CH:4]=[C:5]([N:19]2[CH2:20][CH2:21][CH:17]([OH:16])[CH2:18]2)[CH:6]=[C:7]([C:9]([F:12])([F:11])[F:10])[CH:8]=1.